Dataset: Forward reaction prediction with 1.9M reactions from USPTO patents (1976-2016). Task: Predict the product of the given reaction. Given the reactants [Cl:1][C:2]1[CH:3]=[CH:4][C:5]([NH:11][CH:12]=[CH:13][N+:14]([O-:16])=[O:15])=[C:6]([CH:10]=1)[C:7](O)=[O:8].C([O-])(=O)C.[K+].C(OC(=O)C)(=O)C, predict the reaction product. The product is: [Cl:1][C:2]1[CH:10]=[C:6]2[C:5](=[CH:4][CH:3]=1)[N:11]=[CH:12][C:13]([N+:14]([O-:16])=[O:15])=[C:7]2[OH:8].